From a dataset of CYP2C9 inhibition data for predicting drug metabolism from PubChem BioAssay. Regression/Classification. Given a drug SMILES string, predict its absorption, distribution, metabolism, or excretion properties. Task type varies by dataset: regression for continuous measurements (e.g., permeability, clearance, half-life) or binary classification for categorical outcomes (e.g., BBB penetration, CYP inhibition). Dataset: cyp2c9_veith. (1) The compound is COc1ccc(C(=O)NCS(=O)(=O)c2ccc(C)cc2)cc1. The result is 1 (inhibitor). (2) The drug is CCCc1ccc(Oc2cc(C)nc(N3CCOCC3)n2)cc1. The result is 1 (inhibitor). (3) The drug is Cc1cc(=O)oc2c(OS(C)(=O)=O)c(OS(C)(=O)=O)ccc12. The result is 0 (non-inhibitor). (4) The drug is CCOC(=O)C1=C(C)N=C2c3ccccc3C(=O)C2C1c1ccc(C)cc1. The result is 1 (inhibitor). (5) The drug is C[C@]1(OC(=O)/C=C\c2ccccc2)C[C@@H](O)[C@@]2(O)C=CO[C@@H](O[C@H]3O[C@@H](CO)[C@@H](O)[C@@H](O)[C@@H]3O)[C@@H]12. The result is 0 (non-inhibitor). (6) The result is 0 (non-inhibitor). The compound is COc1ccc(C[N+](C)(C)N)cc1OC. (7) The drug is CC(C)Oc1ccc(CNC(=O)CC(c2ccccc2)c2cc(Cl)ccc2O)cc1. The result is 1 (inhibitor). (8) The drug is O=[N+]([O-])c1cccc(-c2nnn(C34CC5CC(CC(C5)C3)C4)n2)c1. The result is 1 (inhibitor). (9) The compound is O=C(O)[C@H]1NC[C@@H]2[C@H](C(=O)O)[C@H]12. The result is 0 (non-inhibitor). (10) The compound is CCOc1c(Cl)cc(Cl)cc1CNCCNCCO.Cl. The result is 0 (non-inhibitor).